This data is from Catalyst prediction with 721,799 reactions and 888 catalyst types from USPTO. The task is: Predict which catalyst facilitates the given reaction. (1) Reactant: [F:1][C:2]1[CH:8]=[C:7]([O:9][C:10]2[CH:15]=[CH:14][N:13]=[C:12]([C:16]3[CH:17]=[N:18][N:19]([CH3:21])[CH:20]=3)[CH:11]=2)[CH:6]=[CH:5][C:3]=1[NH2:4].[O:22]=[C:23]1[N:27]([CH:28]2[CH2:33][CH2:32][O:31][CH2:30][CH2:29]2)[CH2:26][CH2:25][N:24]1[C:34](Cl)=[O:35].O. Product: [F:1][C:2]1[CH:8]=[C:7]([O:9][C:10]2[CH:15]=[CH:14][N:13]=[C:12]([C:16]3[CH:17]=[N:18][N:19]([CH3:21])[CH:20]=3)[CH:11]=2)[CH:6]=[CH:5][C:3]=1[NH:4][C:34]([N:24]1[CH2:25][CH2:26][N:27]([CH:28]2[CH2:33][CH2:32][O:31][CH2:30][CH2:29]2)[C:23]1=[O:22])=[O:35]. The catalyst class is: 2. (2) Reactant: Cl.[CH2:2]([O:9][C:10]1[CH:21]=[C:20]2[C:13]([NH:14][CH:15]=[C:16]2[CH2:17][CH2:18][NH2:19])=[CH:12][CH:11]=1)[C:3]1[CH:8]=[CH:7][CH:6]=[CH:5][CH:4]=1.[C:22]1(=O)[O:27][C:25](=[O:26])[C:24]2=[CH:28][CH:29]=[CH:30][CH:31]=[C:23]12.C(N(CC)C(C)C)(C)C.C(Cl)(Cl)Cl. Product: [CH2:2]([O:9][C:10]1[CH:21]=[C:20]2[C:13](=[CH:12][CH:11]=1)[NH:14][CH:15]=[C:16]2[CH2:17][CH2:18][N:19]1[C:25](=[O:26])[C:24]2[C:23](=[CH:31][CH:30]=[CH:29][CH:28]=2)[C:22]1=[O:27])[C:3]1[CH:4]=[CH:5][CH:6]=[CH:7][CH:8]=1. The catalyst class is: 17.